From a dataset of Full USPTO retrosynthesis dataset with 1.9M reactions from patents (1976-2016). Predict the reactants needed to synthesize the given product. (1) Given the product [C:7]1([C:28]2[CH:33]=[CH:32][CH:31]=[CH:30][CH:29]=2)[CH:8]=[CH:9][C:10]([CH2:13][CH:14]2[C:23]3[C:18](=[CH:19][C:20]([O:26][CH3:27])=[C:21]([O:24][CH3:25])[CH:22]=3)[CH2:17][CH2:16][NH:15]2)=[CH:11][CH:12]=1, predict the reactants needed to synthesize it. The reactants are: C(O)(=O)C(O)=O.[C:7]1([C:28]2[CH:33]=[CH:32][CH:31]=[CH:30][CH:29]=2)[CH:12]=[CH:11][C:10]([CH2:13][CH:14]2[C:23]3[C:18](=[CH:19][C:20]([O:26][CH3:27])=[C:21]([O:24][CH3:25])[CH:22]=3)[CH2:17][CH2:16][NH:15]2)=[CH:9][CH:8]=1. (2) Given the product [F:1][C:2]1[CH:7]=[CH:6][C:5]([N:8]2[C:11]([CH3:15])=[C:12]([CH3:13])[N:23]=[CH:9]2)=[CH:4][C:3]=1[N+:16]([O-:18])=[O:17], predict the reactants needed to synthesize it. The reactants are: [F:1][C:2]1[CH:7]=[CH:6][C:5]([N:8]([CH:11]([CH3:15])[C:12](=O)[CH3:13])[CH:9]=O)=[CH:4][C:3]=1[N+:16]([O-:18])=[O:17].C([O-])(=O)C.[NH4+:23].C(O)(=O)C.[OH-].[Na+]. (3) Given the product [CH3:29][S:30]([O:10][CH2:9][CH:8]1[CH:3]([CH2:2][O:1][S:30]([CH3:29])(=[O:32])=[O:31])[C@H:4]2[N:11]([C:12]([O:14][CH2:15][C:16]3[CH:17]=[CH:18][CH:19]=[CH:20][CH:21]=3)=[O:13])[C@@H:7]1[CH2:6][CH2:5]2)(=[O:32])=[O:31], predict the reactants needed to synthesize it. The reactants are: [OH:1][CH2:2][CH:3]1[CH:8]([CH2:9][OH:10])[C@H:7]2[N:11]([C:12]([O:14][CH2:15][C:16]3[CH:21]=[CH:20][CH:19]=[CH:18][CH:17]=3)=[O:13])[C@@H:4]1[CH2:5][CH2:6]2.CCN(CC)CC.[CH3:29][S:30](Cl)(=[O:32])=[O:31]. (4) Given the product [C:1]([O:5][C:6]([N:8]1[CH:13]2[CH2:14][CH2:15][CH:9]1[CH2:10][C:11](=[C:20]([C:21]#[N:22])[C:19]([O:18][CH3:17])=[O:23])[CH2:12]2)=[O:7])([CH3:4])([CH3:3])[CH3:2], predict the reactants needed to synthesize it. The reactants are: [C:1]([O:5][C:6]([N:8]1[CH:13]2[CH2:14][CH2:15][CH:9]1[CH2:10][C:11](=O)[CH2:12]2)=[O:7])([CH3:4])([CH3:3])[CH3:2].[CH3:17][O:18][C:19](=[O:23])[CH2:20][C:21]#[N:22].N1CCCCC1.NCCC(O)=O. (5) Given the product [Cl:8][C:4]1[CH:3]=[C:2]([NH:1][C:14](=[O:15])[O:13][C:9]([CH3:12])([CH3:11])[CH3:10])[CH:7]=[CH:6][N:5]=1, predict the reactants needed to synthesize it. The reactants are: [NH2:1][C:2]1[CH:7]=[CH:6][N:5]=[C:4]([Cl:8])[CH:3]=1.[C:9]([O:13][C:14](O[C:14]([O:13][C:9]([CH3:12])([CH3:11])[CH3:10])=[O:15])=[O:15])([CH3:12])([CH3:11])[CH3:10]. (6) Given the product [F:34][C:31]1[CH:30]=[CH:29][C:28]([CH2:27][NH:26][C:20]2[CH:19]=[C:18]3[C:23](=[CH:22][C:21]=2[O:24][CH3:25])[N:14]([C@@H:10]([CH:11]([CH3:13])[CH3:12])[CH2:9][OH:8])[CH:15]=[C:16]([C:36]([OH:38])=[O:37])[C:17]3=[O:35])=[CH:33][CH:32]=1, predict the reactants needed to synthesize it. The reactants are: [Si]([O:8][CH2:9][C@@H:10]([N:14]1[C:23]2[C:18](=[CH:19][C:20]([NH:26][CH2:27][C:28]3[CH:33]=[CH:32][C:31]([F:34])=[CH:30][CH:29]=3)=[C:21]([O:24][CH3:25])[CH:22]=2)[C:17](=[O:35])[C:16]([C:36]([O:38]CC)=[O:37])=[CH:15]1)[CH:11]([CH3:13])[CH3:12])(C(C)(C)C)(C)C.O(C)[Na].O.